This data is from Full USPTO retrosynthesis dataset with 1.9M reactions from patents (1976-2016). The task is: Predict the reactants needed to synthesize the given product. Given the product [C@@H:6]1([C:24]2[C:33]3[C:28](=[CH:29][CH:30]=[CH:31][CH:32]=3)[C:27]([O:34][CH3:35])=[C:26]([CH2:36][C:37]3[S:38][C:39]([C:43]4[CH:48]=[CH:47][CH:46]=[CH:45][CH:44]=4)=[CH:40][CH:41]=3)[CH:25]=2)[O:7][C@H:8]([CH2:19][OH:20])[C@@H:9]([OH:15])[C@H:10]([OH:11])[C@H:5]1[OH:4], predict the reactants needed to synthesize it. The reactants are: C([O:4][C@@H:5]1[C@@H:10]([O:11]C(=O)C)[C@H:9]([O:15]C(=O)C)[C@@H:8]([CH2:19][O:20]C(=O)C)[O:7][C@H:6]1[C:24]1[C:33]2[C:28](=[CH:29][CH:30]=[CH:31][CH:32]=2)[C:27]([O:34][CH3:35])=[C:26]([CH2:36][C:37]2[S:38][C:39](Br)=[CH:40][CH:41]=2)[CH:25]=1)(=O)C.[C:43]1(B(O)O)[CH:48]=[CH:47][CH:46]=[CH:45][CH:44]=1.